This data is from Reaction yield outcomes from USPTO patents with 853,638 reactions. The task is: Predict the reaction yield, written as a fraction of the theoretical maximum amount of product (1.0 means a 100% yield; for example, 0.34 means a 34% yield). (1) The reactants are C[O:2][C:3](=[O:28])[C:4]1[CH:9]=[CH:8][C:7]([O:10][CH2:11][CH2:12][CH2:13]Br)=[CH:6][C:5]=1[NH:15][C:16](=[O:27])[C:17]1[CH:22]=[CH:21][CH:20]=[CH:19][C:18]=1[C:23]([F:26])([F:25])[F:24].[C:29]([C:33]1[CH:41]=[CH:40][C:36]([CH:37]=[N:38][OH:39])=[CH:35][CH:34]=1)([CH3:32])([CH3:31])[CH3:30]. No catalyst specified. The product is [C:29]([C:33]1[CH:41]=[CH:40][C:36](/[CH:37]=[N:38]/[O:39][CH2:13][CH2:12][CH2:11][O:10][C:7]2[CH:8]=[CH:9][C:4]([C:3]([OH:2])=[O:28])=[C:5]([NH:15][C:16](=[O:27])[C:17]3[CH:22]=[CH:21][CH:20]=[CH:19][C:18]=3[C:23]([F:24])([F:26])[F:25])[CH:6]=2)=[CH:35][CH:34]=1)([CH3:32])([CH3:30])[CH3:31]. The yield is 0.640. (2) The reactants are [H-].[H-].[H-].[H-].[Li+].[Al+3].[C:7]([O:11][C:12]([NH:14][O:15][CH:16]([CH3:22])[C:17](OCC)=[O:18])=[O:13])([CH3:10])([CH3:9])[CH3:8]. The catalyst is C1COCC1. The product is [OH:18][CH2:17][CH:16]([O:15][NH:14][C:12](=[O:13])[O:11][C:7]([CH3:10])([CH3:9])[CH3:8])[CH3:22]. The yield is 0.744. (3) The reactants are [C:1]([C:3]1[CH:8]=[CH:7][C:6]([CH2:9][C:10]([O:12][CH2:13][CH3:14])=[O:11])=[CH:5][CH:4]=1)#[N:2].[CH3:15][N:16]([CH:18]=O)[CH3:17]. No catalyst specified. The product is [C:1]([C:3]1[CH:8]=[CH:7][C:6]([C:9](=[CH:15][N:16]([CH3:18])[CH3:17])[C:10]([O:12][CH2:13][CH3:14])=[O:11])=[CH:5][CH:4]=1)#[N:2]. The yield is 0.620. (4) The reactants are [Cl:1][C:2]1[N:3]=[C:4]([C:7]2[CH:8]=[N:9][CH:10]=[CH:11][CH:12]=2)[S:5][CH:6]=1.OS(O)(=O)=O.[N+:18]([O-])([OH:20])=[O:19].C([O-])(O)=O.[Na+]. No catalyst specified. The product is [Cl:1][C:2]1[N:3]=[C:4]([C:7]2[CH:8]=[N:9][CH:10]=[CH:11][CH:12]=2)[S:5][C:6]=1[N+:18]([O-:20])=[O:19]. The yield is 0.800. (5) The reactants are O[C@H:2]1[CH2:6][NH:5][C:4](=[O:7])[CH2:3]1.C(N(CC)CC)C.CS(Cl)(=O)=O.[Mn]([O-])(=O)(=O)=O.[N-:25]=[N+:26]=[N-:27].[Na+]. The catalyst is ClCCl.CN(C=O)C.C(OCC)(=O)C. The product is [N:25]([C@@H:2]1[CH2:6][NH:5][C:4](=[O:7])[CH2:3]1)=[N+:26]=[N-:27]. The yield is 0.320. (6) The reactants are [Br:1][C:2]1[CH:3]=[N:4][CH:5]=[C:6]([CH:10]=1)[C:7]([OH:9])=[O:8].OS(O)(=O)=O.[CH3:16]O. No catalyst specified. The product is [CH3:16][O:8][C:7](=[O:9])[C:6]1[CH:10]=[C:2]([Br:1])[CH:3]=[N:4][CH:5]=1. The yield is 0.840.